This data is from Forward reaction prediction with 1.9M reactions from USPTO patents (1976-2016). The task is: Predict the product of the given reaction. Given the reactants [CH2:1]([N:3]([CH2:6][CH2:7][O:8][C:9]1[CH:14]=[CH:13][C:12]([O:15][CH3:16])=[C:11]([N+:17]([O-])=O)[CH:10]=1)[CH2:4][CH3:5])[CH3:2], predict the reaction product. The product is: [CH2:4]([N:3]([CH2:1][CH3:2])[CH2:6][CH2:7][O:8][C:9]1[CH:14]=[CH:13][C:12]([O:15][CH3:16])=[C:11]([NH2:17])[CH:10]=1)[CH3:5].